This data is from Full USPTO retrosynthesis dataset with 1.9M reactions from patents (1976-2016). The task is: Predict the reactants needed to synthesize the given product. (1) Given the product [OH:1][C:2]12[CH2:3][CH2:4][C:5]([NH:15][C:19](=[O:29])[O:46][CH2:39][C:40]3[CH:45]=[CH:44][CH:43]=[CH:42][CH:41]=3)([CH2:6][CH2:7]1)[CH2:8][CH2:9]2, predict the reactants needed to synthesize it. The reactants are: [OH:1][C:2]12[CH2:9][CH2:8][C:5](C(O)=O)([CH2:6][CH2:7]1)[CH2:4][CH2:3]2.CC[N:15]([CH:19](C)C)C(C)C.C1(P(N=[N+]=[N-])(C2C=CC=CC=2)=[O:29])C=CC=CC=1.[CH2:39]([OH:46])[C:40]1[CH:45]=[CH:44][CH:43]=[CH:42][CH:41]=1. (2) Given the product [O:33]1[CH:37]=[CH:36][CH:35]=[C:34]1[C:38]([N:10]1[C:9]2[C:4](=[CH:5][CH:6]=[C:7]([B:12]3[O:16][C:15]([CH3:17])([CH3:18])[C:14]([CH3:20])([CH3:19])[O:13]3)[CH:8]=2)[N:3]([C:21](=[O:23])[CH3:22])[C@@H:2]([CH3:1])[CH2:11]1)=[O:39], predict the reactants needed to synthesize it. The reactants are: [CH3:1][C@H:2]1[CH2:11][NH:10][C:9]2[C:4](=[CH:5][CH:6]=[C:7]([B:12]3[O:16][C:15]([CH3:18])([CH3:17])[C:14]([CH3:20])([CH3:19])[O:13]3)[CH:8]=2)[N:3]1[C:21](=[O:23])[CH3:22].C(N(CC)C(C)C)(C)C.[O:33]1[CH:37]=[CH:36][CH:35]=[C:34]1[C:38](Cl)=[O:39]. (3) The reactants are: [F:1][C:2]([F:13])([F:12])[O:3][C:4]1[CH:10]=[C:9](Br)[CH:8]=[CH:7][C:5]=1[NH2:6].[CH3:14][N:15]1[CH:19]=[C:18](B2OC(C)(C)C(C)(C)O2)[CH:17]=[N:16]1. Given the product [CH3:14][N:15]1[CH:19]=[C:18]([C:9]2[CH:8]=[CH:7][C:5]([NH2:6])=[C:4]([O:3][C:2]([F:13])([F:12])[F:1])[CH:10]=2)[CH:17]=[N:16]1, predict the reactants needed to synthesize it. (4) The reactants are: [C:1]([O:5][C:6]([N:8]1[C:13]2[CH:14]=[C:15]([Cl:26])[C:16]([NH:18][C:19]([O:21][C:22]([CH3:25])([CH3:24])[CH3:23])=[O:20])=[CH:17][C:12]=2[O:11][CH:10]([C:27](O)=[O:28])[CH2:9]1)=[O:7])([CH3:4])([CH3:3])[CH3:2].CCN=C=NCCCN(C)C.C1C=CC2N(O)N=NC=2C=1.CCN(C(C)C)C(C)C.[F:60][C:61]1[CH:75]=[CH:74][C:64]([CH2:65][C:66]2([C:72]#[N:73])[CH2:71][CH2:70][NH:69][CH2:68][CH2:67]2)=[CH:63][CH:62]=1. Given the product [C:1]([O:5][C:6]([N:8]1[C:13]2[CH:14]=[C:15]([Cl:26])[C:16]([NH:18][C:19]([O:21][C:22]([CH3:25])([CH3:24])[CH3:23])=[O:20])=[CH:17][C:12]=2[O:11][CH:10]([C:27]([N:69]2[CH2:70][CH2:71][C:66]([C:72]#[N:73])([CH2:65][C:64]3[CH:74]=[CH:75][C:61]([F:60])=[CH:62][CH:63]=3)[CH2:67][CH2:68]2)=[O:28])[CH2:9]1)=[O:7])([CH3:4])([CH3:3])[CH3:2], predict the reactants needed to synthesize it. (5) Given the product [CH:1]1([C:7]2[N:20]([C:21]3[CH:22]=[C:23]([CH:27]=[CH:28][CH:29]=3)[C:24]([OH:26])=[O:25])[C:11]3[CH:12]=[CH:13][C:14]([C:16]([F:18])([F:19])[F:17])=[CH:15][C:10]=3[N:9]=2)[CH2:2][CH2:3][CH2:4][CH2:5][CH2:6]1, predict the reactants needed to synthesize it. The reactants are: [CH:1]1([C:7]([NH:9][C:10]2[CH:15]=[C:14]([C:16]([F:19])([F:18])[F:17])[CH:13]=[CH:12][C:11]=2[NH:20][C:21]2[CH:22]=[C:23]([CH:27]=[CH:28][CH:29]=2)[C:24]([OH:26])=[O:25])=O)[CH2:6][CH2:5][CH2:4][CH2:3][CH2:2]1.